Predict the reaction yield, written as a fraction of the theoretical maximum amount of product (1.0 means a 100% yield; for example, 0.34 means a 34% yield). From a dataset of Reaction yield outcomes from USPTO patents with 853,638 reactions. (1) The reactants are CC([N:5]([C@@H:9]1[CH2:14][CH2:13][N:12]([CH2:15][CH:16]2[C:20]3=[C:21]([F:29])[CH:22]=[N:23][C:24]4[CH:25]=[CH:26][C:27](=[O:28])[N:18]([C:19]=43)[CH2:17]2)[CH2:11][C@@H:10]1[OH:30])C(=O)[O-])(C)C.FC(F)(F)C(O)=O. The catalyst is ClCCl. The product is [NH2:5][C@@H:9]1[CH2:14][CH2:13][N:12]([CH2:15][CH:16]2[C:20]3=[C:21]([F:29])[CH:22]=[N:23][C:24]4[CH:25]=[CH:26][C:27](=[O:28])[N:18]([C:19]=43)[CH2:17]2)[CH2:11][C@@H:10]1[OH:30]. The yield is 0.760. (2) The yield is 0.780. The reactants are [F:1][C:2]1[CH:7]=[CH:6][C:5]([F:8])=[CH:4][C:3]=1[C@H:9]1[CH2:13][CH2:12][CH2:11][N:10]1[C:14]1[CH:15]=[CH:16][C:17]2[N:18]([C:20]([N+:23]([O-])=O)=[CH:21][N:22]=2)[N:19]=1. The catalyst is CCO. The product is [F:1][C:2]1[CH:7]=[CH:6][C:5]([F:8])=[CH:4][C:3]=1[C@H:9]1[CH2:13][CH2:12][CH2:11][N:10]1[C:14]1[CH:15]=[CH:16][C:17]2[N:18]([C:20]([NH2:23])=[CH:21][N:22]=2)[N:19]=1.